From a dataset of Reaction yield outcomes from USPTO patents with 853,638 reactions. Predict the reaction yield, written as a fraction of the theoretical maximum amount of product (1.0 means a 100% yield; for example, 0.34 means a 34% yield). (1) The reactants are [F:1][C:2]1[CH:7]=[C:6]([CH2:8][CH2:9][OH:10])[CH:5]=[CH:4][N:3]=1.C(N(CC)CC)C.[CH3:18][S:19](Cl)(=[O:21])=[O:20].O. The catalyst is C(OCC)(=O)C. The product is [CH3:18][S:19]([O:10][CH2:9][CH2:8][C:6]1[CH:5]=[CH:4][N:3]=[C:2]([F:1])[CH:7]=1)(=[O:21])=[O:20]. The yield is 0.750. (2) The reactants are [C:1]([C:3]1[CH:4]=[C:5]([CH:9]=[CH:10][C:11]=1[O:12][CH:13]([CH3:15])[CH3:14])[C:6]([OH:8])=O)#[N:2].C1C=CC2N(O)N=NC=2C=1.CCN=C=NCCCN(C)C.O[NH:38][C:39]([C:41]1[CH:50]=[CH:49][CH:48]=[C:47]2[C:42]=1[CH2:43][CH2:44][CH2:45][C@@H:46]2[NH:51][C:52](=[O:58])[O:53][C:54]([CH3:57])([CH3:56])[CH3:55])=[NH:40]. The catalyst is CN(C=O)C.CC(=O)OCC. The product is [C:1]([C:3]1[CH:4]=[C:5]([C:6]2[O:8][N:40]=[C:39]([C:41]3[CH:50]=[CH:49][CH:48]=[C:47]4[C:42]=3[CH2:43][CH2:44][CH2:45][C@@H:46]4[NH:51][C:52](=[O:58])[O:53][C:54]([CH3:56])([CH3:55])[CH3:57])[N:38]=2)[CH:9]=[CH:10][C:11]=1[O:12][CH:13]([CH3:15])[CH3:14])#[N:2]. The yield is 0.460. (3) The reactants are [CH3:1][O:2][CH:3]([CH:37]1[CH2:42][CH2:41][NH:40][CH2:39][CH2:38]1)[C:4]1[CH:32]=[CH:31][C:30]([C:33]([F:36])([F:35])[F:34])=[CH:29][C:5]=1[CH2:6][N:7]([CH2:14][C:15]1[CH:20]=[C:19]([C:21]([F:24])([F:23])[F:22])[CH:18]=[C:17]([C:25]([F:28])([F:27])[F:26])[CH:16]=1)[C:8]1[N:9]=[N:10][N:11]([CH3:13])[N:12]=1.CC[N:45]([CH:49](C)C)C(C)C.C(Cl)(Cl)=[O:53].C1(C)C=CC=CC=1.N. The catalyst is C(Cl)Cl. The product is [F:26][C:25]([F:28])([F:27])[C:17]1[CH:16]=[C:15]([CH:20]=[C:19]([C:21]([F:24])([F:23])[F:22])[CH:18]=1)[CH2:14][N:7]([CH2:6][C:5]1[CH:29]=[C:30]([C:33]([F:36])([F:35])[F:34])[CH:31]=[CH:32][C:4]=1[CH:3]([O:2][CH3:1])[CH:37]1[CH2:38][CH2:39][N:40]([C:49]([NH2:45])=[O:53])[CH2:41][CH2:42]1)[C:8]1[N:9]=[N:10][N:11]([CH3:13])[N:12]=1. The yield is 0.620. (4) The reactants are [N:1]1[C:2]([C:10]([OH:12])=O)=[CH:3][N:4]2[CH:9]=[CH:8][N:7]=[CH:6][C:5]=12.[NH2:13][C@@H:14]([CH3:30])[CH2:15][N:16]1[CH:20]=[CH:19][C:18]([C:21]2[CH:28]=[CH:27][C:24]([C:25]#[N:26])=[C:23]([Cl:29])[CH:22]=2)=[N:17]1. No catalyst specified. The product is [Cl:29][C:23]1[CH:22]=[C:21]([C:18]2[CH:19]=[CH:20][N:16]([CH2:15][C@@H:14]([NH:13][C:10]([C:2]3[N:1]=[C:5]4[CH:6]=[N:7][CH:8]=[CH:9][N:4]4[CH:3]=3)=[O:12])[CH3:30])[N:17]=2)[CH:28]=[CH:27][C:24]=1[C:25]#[N:26]. The yield is 0.900.